From a dataset of NCI-60 drug combinations with 297,098 pairs across 59 cell lines. Regression. Given two drug SMILES strings and cell line genomic features, predict the synergy score measuring deviation from expected non-interaction effect. (1) Drug 1: CN1CCC(CC1)COC2=C(C=C3C(=C2)N=CN=C3NC4=C(C=C(C=C4)Br)F)OC. Drug 2: CC=C1C(=O)NC(C(=O)OC2CC(=O)NC(C(=O)NC(CSSCCC=C2)C(=O)N1)C(C)C)C(C)C. Cell line: HS 578T. Synergy scores: CSS=22.5, Synergy_ZIP=-3.82, Synergy_Bliss=-8.72, Synergy_Loewe=-70.9, Synergy_HSA=-12.6. (2) Drug 1: CCC1(C2=C(COC1=O)C(=O)N3CC4=CC5=C(C=CC(=C5CN(C)C)O)N=C4C3=C2)O.Cl. Drug 2: COCCOC1=C(C=C2C(=C1)C(=NC=N2)NC3=CC=CC(=C3)C#C)OCCOC.Cl. Cell line: SNB-75. Synergy scores: CSS=18.4, Synergy_ZIP=-4.29, Synergy_Bliss=0.840, Synergy_Loewe=-0.0520, Synergy_HSA=0.0354. (3) Drug 1: C1CC(=O)NC(=O)C1N2CC3=C(C2=O)C=CC=C3N. Drug 2: CC1=C(C(CCC1)(C)C)C=CC(=CC=CC(=CC(=O)O)C)C. Cell line: SK-OV-3. Synergy scores: CSS=7.07, Synergy_ZIP=-4.90, Synergy_Bliss=-8.54, Synergy_Loewe=0.752, Synergy_HSA=-5.75.